This data is from Reaction yield outcomes from USPTO patents with 853,638 reactions. The task is: Predict the reaction yield, written as a fraction of the theoretical maximum amount of product (1.0 means a 100% yield; for example, 0.34 means a 34% yield). The reactants are [CH2:1]([O:5][C:6]1[CH:7]=[C:8]([CH:12]([C:21]([O:23][C:24]([CH3:27])([CH3:26])[CH3:25])=[O:22])[CH2:13][NH:14][CH2:15][C:16]([N:18]([CH3:20])[CH3:19])=O)[CH:9]=[CH:10][CH:11]=1)[CH2:2][CH2:3][CH3:4].COC1C=CC(P2(SP(C3C=CC(OC)=CC=3)(=S)S2)=[S:37])=CC=1. The catalyst is C1(C)C=CC=CC=1. The product is [CH2:1]([O:5][C:6]1[CH:7]=[C:8]([CH:12]([C:21]([O:23][C:24]([CH3:27])([CH3:26])[CH3:25])=[O:22])[CH2:13][NH:14][CH2:15][C:16]([N:18]([CH3:20])[CH3:19])=[S:37])[CH:9]=[CH:10][CH:11]=1)[CH2:2][CH2:3][CH3:4]. The yield is 0.280.